From a dataset of Catalyst prediction with 721,799 reactions and 888 catalyst types from USPTO. Predict which catalyst facilitates the given reaction. Reactant: [C:9](O[C:9]([O:11][C:12]([CH3:15])([CH3:14])[CH3:13])=[O:10])([O:11][C:12]([CH3:15])([CH3:14])[CH3:13])=[O:10].C(N(CC)CC)C.[CH3:23][O:24][CH2:25][CH2:26][NH:27][CH2:28][CH2:29][C:30]([C:32]1[CH:37]=[CH:36][CH:35]=[C:34]([CH3:38])[N:33]=1)=[O:31].CO. Product: [CH3:23][O:24][CH2:25][CH2:26][N:27]([CH2:28][CH2:29][C:30]([C:32]1[CH:37]=[CH:36][CH:35]=[C:34]([CH3:38])[N:33]=1)=[O:31])[C:9](=[O:10])[O:11][C:12]([CH3:13])([CH3:14])[CH3:15]. The catalyst class is: 166.